This data is from Forward reaction prediction with 1.9M reactions from USPTO patents (1976-2016). The task is: Predict the product of the given reaction. (1) The product is: [SH:1][C:4]1[CH:24]=[CH:23][C:7]2[N:8]=[C:9]([NH:11][C:12](=[O:22])[O:13][CH2:14][CH2:15][N:16]3[CH2:21][CH2:20][O:19][CH2:18][CH2:17]3)[S:10][C:6]=2[CH:5]=1. Given the reactants [S:1]([C:4]1[CH:24]=[CH:23][C:7]2[N:8]=[C:9]([NH:11][C:12](=[O:22])[O:13][CH2:14][CH2:15][N:16]3[CH2:21][CH2:20][O:19][CH2:18][CH2:17]3)[S:10][C:6]=2[CH:5]=1)C#N.SCC(C(CS)O)O, predict the reaction product. (2) Given the reactants Cl[C:2]1[CH:9]=[CH:8][C:5]([C:6]#[N:7])=[CH:4][CH:3]=1.[C:10]1(B(O)O)[CH:15]=[CH:14][CH:13]=[CH:12][CH:11]=1.[F-].[Cs+], predict the reaction product. The product is: [C:6]([C:5]1[CH:8]=[CH:9][C:2]([C:10]2[CH:15]=[CH:14][CH:13]=[CH:12][CH:11]=2)=[CH:3][CH:4]=1)#[N:7]. (3) Given the reactants [Cl:1][C:2]1[CH:3]=[N:4][C:5]2[N:6]([N:8]=[C:9]([C:11]([OH:13])=O)[CH:10]=2)[CH:7]=1.[CH3:14][CH:15]1[C:24]2[C:19](=[CH:20][C:21]([C:25]3[CH:30]=[CH:29][N:28]=[CH:27][CH:26]=3)=[CH:22][CH:23]=2)[CH2:18][CH2:17][NH:16]1, predict the reaction product. The product is: [Cl:1][C:2]1[CH:3]=[N:4][C:5]2[N:6]([N:8]=[C:9]([C:11]([N:16]3[CH2:17][CH2:18][C:19]4[C:24](=[CH:23][CH:22]=[C:21]([C:25]5[CH:30]=[CH:29][N:28]=[CH:27][CH:26]=5)[CH:20]=4)[CH:15]3[CH3:14])=[O:13])[CH:10]=2)[CH:7]=1. (4) The product is: [S:1]1[CH:5]=[CH:4][N:3]=[C:2]1[CH:6]=[N:8][CH:9]([CH2:17][N:18]1[CH:22]=[CH:21][CH:20]=[N:19]1)[C:10]([O:12][C:13]([CH3:16])([CH3:15])[CH3:14])=[O:11]. Given the reactants [S:1]1[CH:5]=[CH:4][N:3]=[C:2]1[CH:6]=O.[NH2:8][CH:9]([CH2:17][N:18]1[CH:22]=[CH:21][CH:20]=[N:19]1)[C:10]([O:12][C:13]([CH3:16])([CH3:15])[CH3:14])=[O:11], predict the reaction product. (5) Given the reactants [Br:1][C:2]1[N:3]=[C:4]2[CH:10]=[CH:9][NH:8][C:5]2=[N:6][CH:7]=1.[CH3:11][C:12]1([C:17](Cl)=[O:18])[CH2:16][CH2:15][CH2:14][CH2:13]1, predict the reaction product. The product is: [Br:1][C:2]1[N:3]=[C:4]2[C:10]([C:17]([C:12]3([CH3:11])[CH2:16][CH2:15][CH2:14][CH2:13]3)=[O:18])=[CH:9][NH:8][C:5]2=[N:6][CH:7]=1. (6) Given the reactants [Br:1][C:2]1[CH:3]=[C:4]([O:14][CH3:15])[C:5]2[N:6]([N:8]=[CH:9][C:10]=2[CH:11]=[N:12]O)[CH:7]=1.C(OC(=O)C)(=O)C, predict the reaction product. The product is: [Br:1][C:2]1[CH:3]=[C:4]([O:14][CH3:15])[C:5]2[N:6]([N:8]=[CH:9][C:10]=2[C:11]#[N:12])[CH:7]=1.